Dataset: Catalyst prediction with 721,799 reactions and 888 catalyst types from USPTO. Task: Predict which catalyst facilitates the given reaction. Reactant: [Cl:1][C:2]1[CH:10]=[CH:9][C:8]2[NH:7][C:6]3[CH2:11][CH2:12][N:13]([CH3:15])[CH2:14][C:5]=3[C:4]=2[CH:3]=1.[OH-].[K+].[CH2:18]([C:21]1[CH:26]=[CH:25][C:24]([CH:27]=[CH2:28])=[CH:23][N:22]=1)[CH2:19][CH3:20].[CH3:29]N1CCCC1=O. Product: [Cl:1][C:2]1[CH:10]=[CH:9][C:8]2[N:7]([CH2:28][CH2:27][C:24]3[CH:23]=[N:22][C:21]([CH2:18][CH2:19][CH3:20])=[CH:26][CH:25]=3)[C:6]3[CH2:11][CH2:12][N:13]([CH3:15])[CH2:14][C:5]=3[C:4]=2[CH:3]=1.[Cl:1][C:2]1[CH:10]=[CH:9][C:8]2[N:7]([CH2:28][CH2:27][C:24]3[CH:23]=[N:22][C:21]([CH:18]([CH3:19])[CH3:29])=[CH:26][CH:25]=3)[C:6]3[CH2:11][CH2:12][N:13]([CH3:15])[CH2:14][C:5]=3[C:4]=2[CH:3]=1. The catalyst class is: 6.